From a dataset of Reaction yield outcomes from USPTO patents with 853,638 reactions. Predict the reaction yield, written as a fraction of the theoretical maximum amount of product (1.0 means a 100% yield; for example, 0.34 means a 34% yield). (1) The reactants are [CH3:1][C:2]1[CH:7]=[C:6]([O:8][CH2:9][CH2:10][CH3:11])[CH:5]=[CH:4][C:3]=1[N+:12]([O-:14])=[O:13].Br[CH2:16]CCC.C(Cl)Cl. The catalyst is O. The product is [CH2:9]([O:8][C:6]1[CH:5]=[CH:4][C:3]([N+:12]([O-:14])=[O:13])=[C:2]([CH3:1])[CH:7]=1)[CH2:10][CH2:11][CH3:16]. The yield is 0.990. (2) The reactants are [BH4-].[Na+].[CH3:3][O:4][C:5]([C:7]1([C:10]2[CH:11]=[C:12]3[C:17](=[CH:18][CH:19]=2)[O:16][CH2:15][CH2:14][C:13]3=O)[CH2:9][CH2:8]1)=[O:6]. The catalyst is FC(F)(F)C(O)=O. The product is [CH3:3][O:4][C:5]([C:7]1([C:10]2[CH:11]=[C:12]3[C:17](=[CH:18][CH:19]=2)[O:16][CH2:15][CH2:14][CH2:13]3)[CH2:8][CH2:9]1)=[O:6]. The yield is 0.920. (3) The reactants are O=CC[C@H](N[C:12]([CH:14]1[CH2:19][CH2:18][C:17]([F:21])([F:20])[CH2:16][CH2:15]1)=[O:13])C1C=CC=CC=1.C(O[BH-](OC(=O)C)OC(=O)C)(=[O:24])C.[Na+].C(=O)(O)[O-].[Na+]. The catalyst is ClCCCl. The product is [F:20][C:17]1([F:21])[CH2:18][CH2:19][CH:14]([C:12]([OH:13])=[O:24])[CH2:15][CH2:16]1. The yield is 0.400.